From a dataset of Peptide-MHC class II binding affinity with 134,281 pairs from IEDB. Regression. Given a peptide amino acid sequence and an MHC pseudo amino acid sequence, predict their binding affinity value. This is MHC class II binding data. (1) The peptide sequence is RVPLTSNNGIKQQGI. The MHC is HLA-DPA10201-DPB10501 with pseudo-sequence HLA-DPA10201-DPB10501. The binding affinity (normalized) is 0.262. (2) The MHC is DRB1_0701 with pseudo-sequence DRB1_0701. The binding affinity (normalized) is 0. The peptide sequence is SQVHIRRPGGAGRDG.